Regression. Given a target protein amino acid sequence and a drug SMILES string, predict the binding affinity score between them. We predict pKi (pKi = -log10(Ki in M); higher means stronger inhibition). Dataset: bindingdb_ki. From a dataset of Drug-target binding data from BindingDB using Ki measurements. (1) The drug is Cn1cc(-c2cc(S(C)(=O)=O)ccc2OC2CCC2)c2cc[nH]c2c1=O. The target protein sequence is KRQTNQLQYLLRVVLKTLWKHQFAWPFQQPVDAVKLNLPDYYKIIKTPMDMGTIKKRLENNYYWNAQECIQDFNTMFTNCYIYNKPGDDIVLMAEALEKLFLQKINELPTEE. The pKi is 8.5. (2) The small molecule is O=c1ccc2ccc(O)cc2o1. The target protein (O43570) has sequence MPRRSLHAAAVLLLVILKEQPSSPAPVNGSKWTYFGPDGENSWSKKYPSCGGLLQSPIDLHSDILQYDASLTPLEFQGYNLSANKQFLLTNNGHSVKLNLPSDMHIQGLQSRYSATQLHLHWGNPNDPHGSEHTVSGQHFAAELHIVHYNSDLYPDASTASNKSEGLAVLAVLIEMGSFNPSYDKIFSHLQHVKYKGQEAFVPGFNIEELLPERTAEYYRYRGSLTTPPCNPTVLWTVFRNPVQISQEQLLALETALYCTHMDDPSPREMINNFRQVQKFDERLVYTSFSQVQVCTAAGLSLGIILSLALAGILGICIVVVVSIWLFRRKSIKKGDNKGVIYKPATKMETEAHA. The pKi is 6.1.